This data is from Full USPTO retrosynthesis dataset with 1.9M reactions from patents (1976-2016). The task is: Predict the reactants needed to synthesize the given product. Given the product [CH3:1][C:2]1[CH:6]=[CH:5][S:4][C:3]=1[CH2:7][CH2:8][NH2:9], predict the reactants needed to synthesize it. The reactants are: [CH3:1][C:2]1[CH:6]=[CH:5][S:4][C:3]=1[CH2:7][C:8]#[N:9].[BH4-].[Na+].O.